Dataset: NCI-60 drug combinations with 297,098 pairs across 59 cell lines. Task: Regression. Given two drug SMILES strings and cell line genomic features, predict the synergy score measuring deviation from expected non-interaction effect. Drug 1: CN1C(=O)N2C=NC(=C2N=N1)C(=O)N. Drug 2: C1C(C(OC1N2C=NC3=C2NC=NCC3O)CO)O. Cell line: OVCAR-4. Synergy scores: CSS=0.939, Synergy_ZIP=1.10, Synergy_Bliss=2.95, Synergy_Loewe=-0.500, Synergy_HSA=-0.568.